From a dataset of Reaction yield outcomes from USPTO patents with 853,638 reactions. Predict the reaction yield, written as a fraction of the theoretical maximum amount of product (1.0 means a 100% yield; for example, 0.34 means a 34% yield). (1) The reactants are [Br:1][C:2]1[CH:7]=[CH:6][C:5]([C@@H:8]([NH:10][CH2:11][CH2:12][C:13](=[O:17])[CH:14]([CH3:16])[CH3:15])[CH3:9])=[CH:4][CH:3]=1.[CH2:18]([Mg]Br)[CH:19]=[CH2:20]. The catalyst is C1COCC1. The product is [Br:1][C:2]1[CH:3]=[CH:4][C:5]([C@@H:8]([NH:10][CH2:11][CH2:12][C:13]([CH:14]([CH3:16])[CH3:15])([OH:17])[CH2:20][CH:19]=[CH2:18])[CH3:9])=[CH:6][CH:7]=1. The yield is 0.950. (2) The product is [CH2:23]([O:22][C:20]([N:14]1[CH2:19][CH2:18][N:17]([C:2]2[S:3][C:4]3[CH:10]=[C:9]([N+:11]([O-:13])=[O:12])[CH:8]=[CH:7][C:5]=3[N:6]=2)[CH2:16][CH2:15]1)=[O:21])[C:24]1[CH:29]=[CH:28][CH:27]=[CH:26][CH:25]=1. The yield is 0.610. The reactants are Cl[C:2]1[S:3][C:4]2[CH:10]=[C:9]([N+:11]([O-:13])=[O:12])[CH:8]=[CH:7][C:5]=2[N:6]=1.[N:14]1([C:20]([O:22][CH2:23][C:24]2[CH:29]=[CH:28][CH:27]=[CH:26][CH:25]=2)=[O:21])[CH2:19][CH2:18][NH:17][CH2:16][CH2:15]1.C([O-])(O)=O.[Na+]. The catalyst is CCO. (3) The reactants are Cl.[NH2:2][OH:3].Cl[C:5](Cl)(Cl)[CH:6]([O:8]CC)O.S([O-])([O-])(=O)=O.[Na+].[Na+].[Br:20][C:21]1[CH:26]=[CH:25][C:24]([NH2:27])=[C:23]([O:28][CH3:29])[CH:22]=1. The catalyst is O.Cl. The product is [Br:20][C:21]1[CH:26]=[CH:25][C:24]([NH:27][C:6](=[O:8])[CH:5]=[N:2][OH:3])=[C:23]([O:28][CH3:29])[CH:22]=1. The yield is 0.680. (4) The reactants are [N-:1]=[N+:2]=[N-:3].[Na+].[Si](Cl)(Cl)(Cl)Cl.[C:10]([C:12]1[C:13]([CH2:26][C:27]2[CH:36]=[CH:35][C:34]3[C:29](=[CH:30][CH:31]=[CH:32][CH:33]=3)[CH:28]=2)=[C:14]([C:23]([NH2:25])=O)[S:15][C:16]=1[N:17]1[CH2:22][CH2:21][O:20][CH2:19][CH2:18]1)#[N:11].O. The catalyst is C(#N)C.CCOC(C)=O. The product is [N:17]1([C:16]2[S:15][C:14]([C:23]3[NH:25][N:3]=[N:2][N:1]=3)=[C:13]([CH2:26][C:27]3[CH:36]=[CH:35][C:34]4[C:29](=[CH:30][CH:31]=[CH:32][CH:33]=4)[CH:28]=3)[C:12]=2[C:10]#[N:11])[CH2:22][CH2:21][O:20][CH2:19][CH2:18]1. The yield is 0.209. (5) The reactants are [F:1][C:2]1[CH:28]=[CH:27][C:5]([O:6][CH2:7][C@H:8]2[CH2:26][N:12]3[CH2:13][CH2:14][N:15]([C:17]4[CH:22]=[CH:21][C:20]([N+:23]([O-])=O)=[CH:19][CH:18]=4)[CH2:16][C@@H:11]3[CH2:10][CH2:9]2)=[CH:4][CH:3]=1. The catalyst is C1COCC1.[Pd]. The product is [F:1][C:2]1[CH:3]=[CH:4][C:5]([O:6][CH2:7][C@H:8]2[CH2:26][N:12]3[CH2:13][CH2:14][N:15]([C:17]4[CH:22]=[CH:21][C:20]([NH2:23])=[CH:19][CH:18]=4)[CH2:16][C@@H:11]3[CH2:10][CH2:9]2)=[CH:27][CH:28]=1. The yield is 0.820. (6) The reactants are C([O-])(=[O:3])C.[Na+].[Cl:6][C:7]1[CH:8]=[C:9]([CH2:25][C:26]([OH:28])=[O:27])[CH:10]=[C:11]([Cl:24])[C:12]=1[O:13][C:14]1[N:15]=[N:16][C:17](Cl)=[C:18]([CH:20]([CH3:22])[CH3:21])[CH:19]=1. The catalyst is C(O)(=O)C. The product is [Cl:6][C:7]1[CH:8]=[C:9]([CH2:25][C:26]([OH:28])=[O:27])[CH:10]=[C:11]([Cl:24])[C:12]=1[O:13][C:14]1[CH:19]=[C:18]([CH:20]([CH3:22])[CH3:21])[C:17](=[O:3])[NH:16][N:15]=1. The yield is 0.650.